From a dataset of Reaction yield outcomes from USPTO patents with 853,638 reactions. Predict the reaction yield, written as a fraction of the theoretical maximum amount of product (1.0 means a 100% yield; for example, 0.34 means a 34% yield). (1) The reactants are Cl[C:2]1[N:7]=[CH:6][N:5]=[C:4]([NH:8][C:9]2[CH:14]=[CH:13][CH:12]=[C:11]([NH2:15])[N:10]=2)[CH:3]=1.[NH2:16][C:17]1[CH:22]=[CH:21][CH:20]=[CH:19][CH:18]=1. The catalyst is CCCCO.CO. The product is [NH2:15][C:11]1[N:10]=[C:9]([NH:8][C:4]2[CH:3]=[C:2]([NH:16][C:17]3[CH:22]=[CH:21][CH:20]=[CH:19][CH:18]=3)[N:7]=[CH:6][N:5]=2)[CH:14]=[CH:13][CH:12]=1. The yield is 0.830. (2) The reactants are F[C:2]1[CH:9]=[CH:8][CH:7]=[CH:6][C:3]=1[CH:4]=[O:5].[NH:10]1[CH2:15][CH2:14][O:13][CH2:12][CH2:11]1.C(=O)([O-])[O-].[K+].[K+]. No catalyst specified. The product is [O:13]1[CH2:14][CH2:15][N:10]([C:2]2[CH:9]=[CH:8][CH:7]=[CH:6][C:3]=2[CH:4]=[O:5])[CH2:11][CH2:12]1. The yield is 0.630. (3) The reactants are [OH:1][CH2:2][CH:3]1[CH2:8][CH2:7][CH2:6][N:5]([C:9]([O:11][C:12]([CH3:15])([CH3:14])[CH3:13])=[O:10])[CH2:4]1.[N+:16]([C:19]1[CH:26]=[CH:25][CH:24]=[C:23]([N+]([O-])=O)[C:20]=1[C:21]#[N:22])([O-:18])=[O:17].C(OC(C)(C)C)=O. No catalyst specified. The product is [C:21]([C:20]1[C:19]([N+:16]([O-:18])=[O:17])=[CH:26][CH:25]=[CH:24][C:23]=1[O:1][CH2:2][CH:3]1[CH2:8][CH2:7][CH2:6][N:5]([C:9]([O:11][C:12]([CH3:15])([CH3:14])[CH3:13])=[O:10])[CH2:4]1)#[N:22]. The yield is 0.580. (4) The catalyst is CN(C=O)C. The yield is 0.860. The product is [CH3:1][C:2]1[N:7]=[C:6]2[S:8][C:9]3[CH2:13][CH2:12][CH2:11][C:10]=3[C:5]2=[C:4]([C:14]2[CH:15]=[CH:16][CH:17]=[CH:18][CH:19]=2)[C:3]=1[CH:20]([CH2:36][CH2:35][CH3:39])[C:21]([O:23][CH3:24])=[O:22]. The reactants are [CH3:1][C:2]1[N:7]=[C:6]2[S:8][C:9]3[CH2:13][CH2:12][CH2:11][C:10]=3[C:5]2=[C:4]([C:14]2[CH:19]=[CH:18][CH:17]=[CH:16][CH:15]=2)[C:3]=1[CH2:20][C:21]([O:23][CH3:24])=[O:22].[Li+].C[Si]([N-][Si](C)(C)C)(C)C.[CH2:35]1[CH2:39]OC[CH2:36]1.ICCC. (5) The reactants are [CH3:1][O:2][C:3](=[O:30])[CH:4]=[CH:5][C:6]1[CH:14]=[CH:13][C:12]([O:15]CC2C=CC=CC=2)=[C:11]2[C:7]=1[CH2:8][N:9]([S:23]([CH2:26][CH2:27][CH2:28][CH3:29])(=[O:25])=[O:24])[CH2:10]2.[H][H]. The catalyst is CO.[OH-].[OH-].[Pd+2]. The product is [CH3:1][O:2][C:3](=[O:30])[CH2:4][CH2:5][C:6]1[CH:14]=[CH:13][C:12]([OH:15])=[C:11]2[C:7]=1[CH2:8][N:9]([S:23]([CH2:26][CH2:27][CH2:28][CH3:29])(=[O:25])=[O:24])[CH2:10]2. The yield is 0.280. (6) The reactants are C([O:3][C:4]([CH:6]1[CH2:11][CH2:10][N:9]([C:12]2[N:13]=[N:14][C:15]([CH2:20][C:21]3[CH:26]=[CH:25][CH:24]=[CH:23][CH:22]=3)=[C:16]([CH3:19])[C:17]=2[CH3:18])[CH2:8][CH2:7]1)=[O:5])C.[OH-].[Na+]. The catalyst is CCO.O. The product is [CH2:20]([C:15]1[N:14]=[N:13][C:12]([N:9]2[CH2:10][CH2:11][CH:6]([C:4]([OH:5])=[O:3])[CH2:7][CH2:8]2)=[C:17]([CH3:18])[C:16]=1[CH3:19])[C:21]1[CH:26]=[CH:25][CH:24]=[CH:23][CH:22]=1. The yield is 0.830.